From a dataset of Drug-target binding data from BindingDB using IC50 measurements. Regression. Given a target protein amino acid sequence and a drug SMILES string, predict the binding affinity score between them. We predict pIC50 (pIC50 = -log10(IC50 in M); higher means more potent). Dataset: bindingdb_ic50. (1) The target protein (O43174) has sequence MGLPALLASALCTFVLPLLLFLAAIKLWDLYCVSGRDRSCALPLPPGTMGFPFFGETLQMVLQRRKFLQMKRRKYGFIYKTHLFGRPTVRVMGADNVRRILLGEHRLVSVHWPASVRTILGSGCLSNLHDSSHKQRKKVIMRAFSREALECYVPVITEEVGSSLEQWLSCGERGLLVYPEVKRLMFRIAMRILLGCEPQLAGDGDSEQQLVEAFEEMTRNLFSLPIDVPFSGLYRGMKARNLIHARIEQNIRAKICGLRASEAGQGCKDALQLLIEHSWERGERLDMQALKQSSTELLFGGHETTASAATSLITYLGLYPHVLQKVREELKSKGLLCKSNQDNKLDMEILEQLKYIGCVIKETLRLNPPVPGGFRVALKTFELNGYQIPKGWNVIYSICDTHDVAEIFTNKEEFNPDRFMLPHPEDASRFSFIPFGGGLRSCVGKEFAKILLKIFTVELARHCDWQLLNGPPTMKTSPTVYPVDNLPARFTHFHGEI. The compound is CCOC(=O)C(Cn1ccnc1)NC(=O)c1ccc(-c2ccccc2)cc1. The pIC50 is 6.2. (2) The compound is O=C(CO)[C@@H]1CCCN1C(=O)[C@@H]1CCCN1C(=O)c1cccc(C(=O)N2CCCC2C(=O)N2CCCC2)c1. The target protein (P23687) has sequence MLSFQYPDVYRDETAIQDYHGHKVCDPYAWLEDPDSEQTKAFVEAQNKITVPFLEQCPIRGLYKERMTELYDYPKYSCHFKKGKRYFYFYNTGLQNQRVLYVQDSLEGEARVFLDPNILSDDGTVALRGYAFSEDGEYFAYGLSASGSDWVTIKFMKVDGAKELPDVLERVKFSCMAWTHDGKGMFYNAYPQQDGKSDGTETSTNLHQKLYYHVLGTDQSEDILCAEFPDEPKWMGGAELSDDGRYVLLSIREGCDPVNRLWYCDLQQESNGITGILKWVKLIDNFEGEYDYVTNEGTVFTFKTNRHSPNYRLINIDFTDPEESKWKVLVPEHEKDVLEWVACVRSNFLVLCYLHDVKNTLQLHDLATGALLKIFPLEVGSVVGYSGQKKDTEIFYQFTSFLSPGIIYHCDLTKEELEPRVFREVTVKGIDASDYQTVQIFYPSKDGTKIPMFIVHKKGIKLDGSHPAFLYGYGGFNISITPNYSVSRLIFVRHMGGVLA.... The pIC50 is 9.3. (3) The small molecule is N#Cc1ccc(-c2c(C3=NN(C(=O)CCC(=O)O)C(c4ccc(Cl)cc4)C3)c(=O)[nH]c3ccccc23)cc1. The target protein (Q00959) has sequence MGRLGYWTLLVLPALLVWRDPAQNAAAEKGPPALNIAVLLGHSHDVTERELRNLWGPEQATGLPLDVNVVALLMNRTDPKSLITHVCDLMSGARIHGLVFGDDTDQEAVAQMLDFISSQTFIPILGIHGGASMIMADKDPTSTFFQFGASIQQQATVMLKIMQDYDWHVFSLVTTIFPGYRDFISFIKTTVDNSFVGWDMQNVITLDTSFEDAKTQVQLKKIHSSVILLYCSKDEAVLILSEARSLGLTGYDFFWIVPSLVSGNTELIPKEFPSGLISVSYDDWDYSLEARVRDGLGILTTAASSMLEKFSYIPEAKASCYGQAEKPETPLHTLHQFMVNVTWDGKDLSFTEEGYQVHPRLVVIVLNKDREWEKVGKWENQTLSLRHAVWPRYKSFSDCEPDDNHLSIVTLEEAPFVIVEDIDPLTETCVRNTVPCRKFVKINNSTNEGMNVKKCCKGFCIDILKKLSRTVKFTYDLYLVTNGKHGKKVNNVWNGMIGEV.... The pIC50 is 3.8.